Dataset: Peptide-MHC class II binding affinity with 134,281 pairs from IEDB. Task: Regression. Given a peptide amino acid sequence and an MHC pseudo amino acid sequence, predict their binding affinity value. This is MHC class II binding data. (1) The binding affinity (normalized) is 0.159. The peptide sequence is AGGLLEQAAAVEEAS. The MHC is HLA-DQA10101-DQB10501 with pseudo-sequence HLA-DQA10101-DQB10501. (2) The peptide sequence is APQLPDDLMIRVIAQ. The MHC is DRB1_0405 with pseudo-sequence DRB1_0405. The binding affinity (normalized) is 0.254. (3) The peptide sequence is MMGMFNMLSTVLGVS. The MHC is DRB1_1101 with pseudo-sequence DRB1_1101. The binding affinity (normalized) is 0.803.